Dataset: Reaction yield outcomes from USPTO patents with 853,638 reactions. Task: Predict the reaction yield, written as a fraction of the theoretical maximum amount of product (1.0 means a 100% yield; for example, 0.34 means a 34% yield). (1) The reactants are [F:1][C:2]1[CH:3]=[C:4]([C:8]2[C:12]([CH2:13][NH2:14])=[C:11]([CH3:15])[O:10][N:9]=2)[CH:5]=[CH:6][CH:7]=1.Cl[C:17]1[CH:26]=[CH:25][C:20]([C:21]([O:23][CH3:24])=[O:22])=[CH:19][N:18]=1.C(N(CC)C(C)C)(C)C. The catalyst is CS(C)=O. The product is [CH3:24][O:23][C:21](=[O:22])[C:20]1[CH:25]=[CH:26][C:17]([NH:14][CH2:13][C:12]2[C:8]([C:4]3[CH:5]=[CH:6][CH:7]=[C:2]([F:1])[CH:3]=3)=[N:9][O:10][C:11]=2[CH3:15])=[N:18][CH:19]=1. The yield is 0.380. (2) The reactants are CC1C2C(=CC=CC=2[N+]([O-])=O)NC=1.[CH3:14][C:15]1[C:23]2[C:18](=[CH:19][C:20]([N+:24]([O-])=O)=[CH:21][CH:22]=2)[NH:17][CH:16]=1. The catalyst is C(O)C.[Pd]. The product is [CH3:14][C:15]1[C:23]2[C:18](=[CH:19][C:20]([NH2:24])=[CH:21][CH:22]=2)[NH:17][CH:16]=1. The yield is 0.240. (3) The reactants are C([O:3][C:4](=[O:35])[CH2:5][N:6]1[CH2:11][CH2:10][CH2:9][CH:8]([NH:12][C:13]([C:15]2[CH:16]=[N:17][C:18]([O:21][CH2:22][C:23]3[C:24]([C:29]4[CH:34]=[CH:33][CH:32]=[CH:31][CH:30]=4)=[N:25][O:26][C:27]=3[CH3:28])=[CH:19][CH:20]=2)=[O:14])[CH2:7]1)C.O.[OH-].[Li+]. The catalyst is C1COCC1.O.CO.Cl. The product is [CH3:28][C:27]1[O:26][N:25]=[C:24]([C:29]2[CH:34]=[CH:33][CH:32]=[CH:31][CH:30]=2)[C:23]=1[CH2:22][O:21][C:18]1[N:17]=[CH:16][C:15]([C:13]([NH:12][CH:8]2[CH2:9][CH2:10][CH2:11][N:6]([CH2:5][C:4]([OH:35])=[O:3])[CH2:7]2)=[O:14])=[CH:20][CH:19]=1. The yield is 0.830. (4) The reactants are C[O:2][C:3]1[C:4](=[O:22])[N:5]([CH3:21])[N:6]=[CH:7][C:8]=1[C:9]1[C:10](=[O:20])[N:11]([CH3:19])[C:12]([C:15]([F:18])([F:17])[F:16])=[CH:13][CH:14]=1.N1CCOCC1. The catalyst is C(OCC)(=O)C. The product is [OH:2][C:3]1[C:4](=[O:22])[N:5]([CH3:21])[N:6]=[CH:7][C:8]=1[C:9]1[C:10](=[O:20])[N:11]([CH3:19])[C:12]([C:15]([F:17])([F:18])[F:16])=[CH:13][CH:14]=1. The yield is 0.571. (5) The reactants are [CH:1]1([C:7]2[CH:12]=[CH:11][C:10]([CH:13]3[CH2:15][CH:14]3[C:16]([NH:18][NH2:19])=[O:17])=[CH:9][CH:8]=2)[CH2:6][CH2:5][CH2:4][CH2:3][CH2:2]1.[CH:20]1[C:29]2[CH:28]=[CH:27][CH:26]=[C:25]([CH:30]=O)[C:24]=2[CH:23]=[CH:22][N:21]=1.C(O)(=O)C. The catalyst is C(O)C. The product is [CH:1]1([C:7]2[CH:8]=[CH:9][C:10]([CH:13]3[CH2:15][CH:14]3[C:16]([NH:18]/[N:19]=[CH:30]/[C:25]3[CH:26]=[CH:27][CH:28]=[C:29]4[C:24]=3[CH:23]=[CH:22][N:21]=[CH:20]4)=[O:17])=[CH:11][CH:12]=2)[CH2:2][CH2:3][CH2:4][CH2:5][CH2:6]1. The yield is 0.330. (6) The reactants are FC(F)(F)C(O)=O.FC(F)(F)C(O)=O.[F:15][C:16]1[C:44]([F:45])=[CH:43][CH:42]=[CH:41][C:17]=1[O:18][C:19]1[CH:24]=[CH:23][C:22]([C:25]2[C:33]3[C:28](=[N:29][CH:30]=[N:31][C:32]=3[NH2:34])[N:27]([CH2:35][C@H:36]3[CH2:40][CH2:39][CH2:38][NH:37]3)[N:26]=2)=[CH:21][CH:20]=1.C1N=CN(C(N2C=NC=C2)=O)C=1.[C:58]([CH2:60][C:61](O)=[O:62])#[N:59]. The catalyst is ClCCl. The product is [NH2:34][C:32]1[N:31]=[CH:30][N:29]=[C:28]2[N:27]([CH2:35][C@H:36]3[CH2:40][CH2:39][CH2:38][N:37]3[C:61](=[O:62])[CH2:60][C:58]#[N:59])[N:26]=[C:25]([C:22]3[CH:21]=[CH:20][C:19]([O:18][C:17]4[CH:41]=[CH:42][CH:43]=[C:44]([F:45])[C:16]=4[F:15])=[CH:24][CH:23]=3)[C:33]=12. The yield is 0.720.